Dataset: Reaction yield outcomes from USPTO patents with 853,638 reactions. Task: Predict the reaction yield, written as a fraction of the theoretical maximum amount of product (1.0 means a 100% yield; for example, 0.34 means a 34% yield). The reactants are [CH2:1]([O:3][C:4]([C:6]1[CH:7]=[N:8][N:9]2[C:14]([CH:15]3[CH2:20][CH2:19][CH2:18][CH2:17][CH2:16]3)=[C:13]([C:21]3[CH:26]=[CH:25][C:24](I)=[CH:23][CH:22]=3)[CH:12]=[N:11][C:10]=12)=[O:5])[CH3:2].B1([CH2:37][C:38]2[CH:43]=[CH:42][CH:41]=[CH:40][CH:39]=2)C2CCCC1CCC2.[OH-].[Na+]. The catalyst is [Pd].O1CCCC1.C(OCC)(=O)C. The product is [CH2:1]([O:3][C:4]([C:6]1[CH:7]=[N:8][N:9]2[C:14]([CH:15]3[CH2:20][CH2:19][CH2:18][CH2:17][CH2:16]3)=[C:13]([C:21]3[CH:26]=[CH:25][C:24]([CH2:37][C:38]4[CH:43]=[CH:42][CH:41]=[CH:40][CH:39]=4)=[CH:23][CH:22]=3)[CH:12]=[N:11][C:10]=12)=[O:5])[CH3:2]. The yield is 0.680.